From a dataset of Full USPTO retrosynthesis dataset with 1.9M reactions from patents (1976-2016). Predict the reactants needed to synthesize the given product. Given the product [CH3:1][C:2]1[C:3]2[CH:14]=[CH:13][CH:12]=[CH:11][C:4]=2[S:5][C:6]=1[C:7]([OH:9])=[O:8], predict the reactants needed to synthesize it. The reactants are: [CH3:1][C:2]1[C:3]2[CH:14]=[CH:13][CH:12]=[CH:11][C:4]=2[S:5][C:6]=1[C:7]([O:9]C)=[O:8].[Li+].[OH-].Cl.